Dataset: Forward reaction prediction with 1.9M reactions from USPTO patents (1976-2016). Task: Predict the product of the given reaction. Given the reactants [C:1]1([NH:7][NH2:8])[CH:6]=[CH:5][CH:4]=[CH:3][CH:2]=1.[CH3:9][S:10][C:11](=S)[S:12]C, predict the reaction product. The product is: [CH3:9][S:10][C:11]([N:7]([C:1]1[CH:6]=[CH:5][CH:4]=[CH:3][CH:2]=1)[NH2:8])=[S:12].